The task is: Predict the product of the given reaction.. This data is from Forward reaction prediction with 1.9M reactions from USPTO patents (1976-2016). (1) Given the reactants Cl[CH2:2][CH2:3][CH2:4][C:5]([NH:7][CH:8]1[CH2:12][N:11]([C:13]2[CH:14]=[N:15][N:16]3[CH2:21][C@H:20]([CH3:22])[N:19]([C:23]([NH:25][C:26]4[CH:31]=[C:30]([F:32])[C:29]([F:33])=[C:28]([F:34])[CH:27]=4)=[O:24])[CH2:18][C:17]=23)[C:10](=[O:35])[CH2:9]1)=[O:6].C([O-])([O-])=O.[Cs+].[Cs+], predict the reaction product. The product is: [CH3:22][C@H:20]1[CH2:21][N:16]2[N:15]=[CH:14][C:13]([N:11]3[CH2:12][CH:8]([N:7]4[CH2:2][CH2:3][CH2:4][C:5]4=[O:6])[CH2:9][C:10]3=[O:35])=[C:17]2[CH2:18][N:19]1[C:23]([NH:25][C:26]1[CH:31]=[C:30]([F:32])[C:29]([F:33])=[C:28]([F:34])[CH:27]=1)=[O:24]. (2) The product is: [F:22][C:21]1[C:2]([C:24]#[C:23][C@:25]2([OH:32])[CH2:29][CH2:28][N:27]([CH3:30])[C:26]2=[O:31])=[CH:3][C:4]2[C:10]3[N:11]=[C:12]([C:14]([O:16][CH2:17][CH3:18])=[O:15])[S:13][C:9]=3[CH:8]([OH:19])[CH2:7][O:6][C:5]=2[CH:20]=1. Given the reactants Br[C:2]1[C:21]([F:22])=[CH:20][C:5]2[O:6][CH2:7][CH:8]([OH:19])[C:9]3[S:13][C:12]([C:14]([O:16][CH2:17][CH3:18])=[O:15])=[N:11][C:10]=3[C:4]=2[CH:3]=1.[C:23]([C@:25]1([OH:32])[CH2:29][CH2:28][N:27]([CH3:30])[C:26]1=[O:31])#[CH:24], predict the reaction product. (3) Given the reactants [CH2:1]([C:3]1[CH:8]=[CH:7][C:6]([CH:9]2[CH2:14][NH:13][CH2:12][CH:11]([C:15]([NH:17][C:18]3[CH:23]=[CH:22][CH:21]=[CH:20][CH:19]=3)=[O:16])[CH2:10]2)=[CH:5][CH:4]=1)[CH3:2].[CH2:24]([N:26]([CH3:30])[C:27](Cl)=[O:28])[CH3:25], predict the reaction product. The product is: [CH2:24]([N:26]([CH3:30])[C:27]([N:13]1[CH2:14][CH:9]([C:6]2[CH:5]=[CH:4][C:3]([CH2:1][CH3:2])=[CH:8][CH:7]=2)[CH2:10][CH:11]([C:15]([NH:17][C:18]2[CH:19]=[CH:20][CH:21]=[CH:22][CH:23]=2)=[O:16])[CH2:12]1)=[O:28])[CH3:25]. (4) Given the reactants [OH:1][CH2:2][CH2:3][P:4]([N:9]([CH3:28])[CH2:10][CH2:11][CH2:12][N:13]([CH3:27])[C:14](=[O:26])[CH2:15][CH2:16][CH2:17][S:18][S:19][C:20]1[CH:25]=[CH:24][CH:23]=[CH:22][N:21]=1)([CH2:6][CH2:7][OH:8])=[O:5].C(Cl)Cl.[S:32](Cl)([CH3:35])(=[O:34])=[O:33], predict the reaction product. The product is: [CH3:35][S:32]([O:1][CH2:2][CH2:3][P:4]([CH2:6][CH2:7][O:8][S:32]([CH3:35])(=[O:34])=[O:33])([N:9]([CH3:28])[CH2:10][CH2:11][CH2:12][N:13]([CH3:27])[C:14](=[O:26])[CH2:15][CH2:16][CH2:17][S:18][S:19][C:20]1[CH:25]=[CH:24][CH:23]=[CH:22][N:21]=1)=[O:5])(=[O:34])=[O:33]. (5) The product is: [CH3:8][C:2]([C:9]1[S:10][CH:11]=[CH:12][N:13]=1)([CH3:1])[C:3]([OH:5])=[O:4]. Given the reactants [CH3:1][C:2]([C:9]1[S:10][CH:11]=[CH:12][N:13]=1)([CH3:8])[C:3]([O:5]CC)=[O:4].BrC1C=CC(C(C)(C)C(OCC)=O)=CC=1, predict the reaction product.